Dataset: Catalyst prediction with 721,799 reactions and 888 catalyst types from USPTO. Task: Predict which catalyst facilitates the given reaction. (1) Reactant: [CH3:1][C:2]1[CH:3]=[C:4]([CH:8]2[CH2:11][C:10]3([CH2:16][CH2:15][N:14]([C:17](OC4C=CC([N+]([O-])=O)=CC=4)=[O:18])[CH2:13][CH2:12]3)[CH2:9]2)[CH:5]=[CH:6][CH:7]=1.[C:29]1([C:35]2[N:40]=[N:39][C:38]([NH2:41])=[N:37][N:36]=2)[CH:34]=[CH:33][CH:32]=[CH:31][CH:30]=1.C(O)(C(F)(F)F)=O.CC#N. Product: [CH3:7][C:6]1[CH:5]=[C:4]([CH:8]2[CH2:11][C:10]3([CH2:12][CH2:13][N:14]([C:17]([NH:41][C:38]4[N:39]=[N:40][C:35]([C:29]5[CH:34]=[CH:33][CH:32]=[CH:31][CH:30]=5)=[N:36][N:37]=4)=[O:18])[CH2:15][CH2:16]3)[CH2:9]2)[CH:3]=[CH:2][CH:1]=1. The catalyst class is: 106. (2) Reactant: [CH3:1][O:2][C:3]1[CH:4]=[CH:5][C:6]([CH:10]2[CH2:19][CH2:18][C:17]3[C:12](=[CH:13][CH:14]=[C:15]([O:20][CH3:21])[CH:16]=3)[CH2:11]2)=[C:7]([NH2:9])[CH:8]=1.[CH3:22][C:23]([CH3:25])=O.C(O[BH-](OC(=O)C)OC(=O)C)(=O)C.[Na+].N. Product: [CH:23]([NH:9][C:7]1[CH:8]=[C:3]([O:2][CH3:1])[CH:4]=[CH:5][C:6]=1[CH:10]1[CH2:19][CH2:18][C:17]2[C:12](=[CH:13][CH:14]=[C:15]([O:20][CH3:21])[CH:16]=2)[CH2:11]1)([CH3:25])[CH3:22]. The catalyst class is: 506. (3) Reactant: [CH3:1][N:2]1[CH:6]([C:7]([O:9][C:10]([CH3:13])([CH3:12])[CH3:11])=[O:8])[CH2:5][NH:4][C:3]1=[O:14].Br[C:16]1[CH:17]=[CH:18][C:19]([O:22][CH3:23])=[N:20][CH:21]=1.C(=O)([O-])[O-].[Cs+].[Cs+].CC1(C)C2C(=C(P(C3C=CC=CC=3)C3C=CC=CC=3)C=CC=2)OC2C(P(C3C=CC=CC=3)C3C=CC=CC=3)=CC=CC1=2. Product: [CH3:1][N:2]1[CH:6]([C:7]([O:9][C:10]([CH3:11])([CH3:13])[CH3:12])=[O:8])[CH2:5][N:4]([C:16]2[CH:21]=[N:20][C:19]([O:22][CH3:23])=[CH:18][CH:17]=2)[C:3]1=[O:14]. The catalyst class is: 62.